Dataset: Forward reaction prediction with 1.9M reactions from USPTO patents (1976-2016). Task: Predict the product of the given reaction. (1) Given the reactants [Br:1][C:2]1[CH:18]=[CH:17][C:5]([O:6][C:7]2[CH:12]=[CH:11][C:10]([F:13])=[CH:9][C:8]=2[N+:14]([O-])=O)=[CH:4][CH:3]=1, predict the reaction product. The product is: [Br:1][C:2]1[CH:18]=[CH:17][C:5]([O:6][C:7]2[CH:12]=[CH:11][C:10]([F:13])=[CH:9][C:8]=2[NH2:14])=[CH:4][CH:3]=1. (2) Given the reactants C[O:2][C:3]1[CH:12]=[C:11]2[C:6]([CH2:7][CH2:8][C:9](=[O:14])[N:10]2[CH3:13])=[CH:5][C:4]=1[C:15]1[N:16]=[N:17][C:18]([N:21]([CH3:32])[CH:22]2[CH2:27][C:26]([CH3:29])([CH3:28])[NH:25][C:24]([CH3:31])([CH3:30])[CH2:23]2)=[CH:19][CH:20]=1.B(Br)(Br)Br, predict the reaction product. The product is: [OH:2][C:3]1[CH:12]=[C:11]2[C:6]([CH2:7][CH2:8][C:9](=[O:14])[N:10]2[CH3:13])=[CH:5][C:4]=1[C:15]1[N:16]=[N:17][C:18]([N:21]([CH3:32])[CH:22]2[CH2:23][C:24]([CH3:30])([CH3:31])[NH:25][C:26]([CH3:29])([CH3:28])[CH2:27]2)=[CH:19][CH:20]=1. (3) Given the reactants C[O:2][C:3](=[O:30])[CH2:4][CH2:5][N:6]1[C:10]2[CH:11]=[CH:12][CH:13]=[CH:14][C:9]=2[N:8]([CH2:15][C:16]2[CH:17]=[CH:18][C:19]([Cl:28])=[C:20]3[C:24]=2[N:23]([CH3:25])[C:22]([CH3:26])=[C:21]3[CH3:27])[C:7]1=[O:29].O.[OH-].[Li+], predict the reaction product. The product is: [Cl:28][C:19]1[CH:18]=[CH:17][C:16]([CH2:15][N:8]2[C:9]3[CH:14]=[CH:13][CH:12]=[CH:11][C:10]=3[N:6]([CH2:5][CH2:4][C:3]([OH:30])=[O:2])[C:7]2=[O:29])=[C:24]2[C:20]=1[C:21]([CH3:27])=[C:22]([CH3:26])[N:23]2[CH3:25]. (4) Given the reactants Br[C:2]1[CH:3]=[C:4]2[C:30](=[CH:31][CH:32]=1)[O:29][C:7]1([CH2:12][CH2:11][N:10]([C:13]([C:15]3[CH:24]=[C:23]([O:25][CH3:26])[C:22]4[C:17](=[C:18]([O:27][CH3:28])[CH:19]=[CH:20][CH:21]=4)[N:16]=3)=[O:14])[CH2:9][CH2:8]1)[CH2:6][C:5]2=[O:33].[C:34]([O:38][C:39]([N:41]1[CH2:46][CH2:45][NH:44][CH2:43][CH2:42]1)=[O:40])([CH3:37])([CH3:36])[CH3:35].C(P(C(C)(C)C)C1C=CC=CC=1C1C=CC=CC=1)(C)(C)C.C(=O)([O-])[O-].[Cs+].[Cs+], predict the reaction product. The product is: [C:34]([O:38][C:39]([N:41]1[CH2:46][CH2:45][N:44]([C:2]2[CH:3]=[C:4]3[C:30](=[CH:31][CH:32]=2)[O:29][C:7]2([CH2:12][CH2:11][N:10]([C:13]([C:15]4[CH:24]=[C:23]([O:25][CH3:26])[C:22]5[C:17](=[C:18]([O:27][CH3:28])[CH:19]=[CH:20][CH:21]=5)[N:16]=4)=[O:14])[CH2:9][CH2:8]2)[CH2:6][C:5]3=[O:33])[CH2:43][CH2:42]1)=[O:40])([CH3:37])([CH3:35])[CH3:36]. (5) The product is: [CH3:29][N:21]([CH2:20][C:11]1([CH2:10][CH:6]=[O:5])[C:19]2[C:14](=[CH:15][CH:16]=[CH:17][CH:18]=2)[CH2:13][CH2:12]1)[C:22](=[O:28])[O:23][C:24]([CH3:27])([CH3:25])[CH3:26]. Given the reactants CC(C)=O.[O:5]1CCO[CH:6]1[CH2:10][C:11]1([CH2:20][N:21]([CH3:29])[C:22](=[O:28])[O:23][C:24]([CH3:27])([CH3:26])[CH3:25])[C:19]2[C:14](=[CH:15][CH:16]=[CH:17][CH:18]=2)[CH2:13][CH2:12]1.C1(C)C=CC(S(O)(=O)=O)=CC=1.O, predict the reaction product. (6) Given the reactants [Cl:1][C:2]1[C:11]([CH:12]=O)=[CH:10][C:9]2[C:4](=[CH:5][CH:6]=[CH:7][CH:8]=2)[N:3]=1.[NH3:14].O.C1[CH2:20][O:19]CC1, predict the reaction product. The product is: [Cl:1][C:2]1[C:11]([C:12]#[N:14])=[CH:10][C:9]2[C:4](=[CH:5][CH:6]=[C:7]([O:19][CH3:20])[CH:8]=2)[N:3]=1. (7) Given the reactants [I:1][C:2]1[CH:10]=[CH:9][C:5]([C:6](Cl)=[O:7])=[CH:4][CH:3]=1.[NH2:11][C:12]([CH3:26])([CH2:15][N:16]1[CH:25]=[C:19]2[N:20]=[CH:21][C:22]([Br:24])=[CH:23][C:18]2=[N:17]1)[C:13]#[N:14], predict the reaction product. The product is: [Br:24][C:22]1[CH:21]=[N:20][C:19]2=[CH:25][N:16]([CH2:15][C:12]([NH:11][C:6](=[O:7])[C:5]3[CH:9]=[CH:10][C:2]([I:1])=[CH:3][CH:4]=3)([C:13]#[N:14])[CH3:26])[N:17]=[C:18]2[CH:23]=1.